Dataset: Reaction yield outcomes from USPTO patents with 853,638 reactions. Task: Predict the reaction yield, written as a fraction of the theoretical maximum amount of product (1.0 means a 100% yield; for example, 0.34 means a 34% yield). (1) The reactants are [CH3:1][C:2]1[C:7]([N+:8]([O-])=O)=[CH:6][N:5]=[C:4]([C:11]2[CH:12]=[N:13][CH:14]=[CH:15][CH:16]=2)[CH:3]=1.[H][H]. The catalyst is [Pd].CO. The product is [CH3:1][C:2]1[C:7]([NH2:8])=[CH:6][N:5]=[C:4]([C:11]2[CH:12]=[N:13][CH:14]=[CH:15][CH:16]=2)[CH:3]=1. The yield is 0.820. (2) The reactants are CC(C)([O-])C.[Na+].Br[C:8]1[CH:15]=[C:14]([N:16]2[C:24]3[CH2:23][C:22]([CH3:26])([CH3:25])[CH2:21][C:20](=[O:27])[C:19]=3[C:18]([CH3:28])=[N:17]2)[CH:13]=[CH:12][C:9]=1[C:10]#[N:11].[CH3:29][O:30][C:31]1[CH:32]=[C:33]([CH:35]=[C:36]([O:40][CH3:41])[C:37]=1[O:38][CH3:39])[NH2:34]. The catalyst is C1(C)C=CC=CC=1.C(OCC)(=O)C.C([O-])(=O)C.[Pd+2].C([O-])(=O)C.C1(P(C2C=CC=CC=2)[C-]2C=CC=C2)C=CC=CC=1.[C-]1(P(C2C=CC=CC=2)C2C=CC=CC=2)C=CC=C1.[Fe+2]. The product is [CH3:25][C:22]1([CH3:26])[CH2:23][C:24]2[N:16]([C:14]3[CH:13]=[CH:12][C:9]([C:10]#[N:11])=[C:8]([NH:34][C:33]4[CH:35]=[C:36]([O:40][CH3:41])[C:37]([O:38][CH3:39])=[C:31]([O:30][CH3:29])[CH:32]=4)[CH:15]=3)[N:17]=[C:18]([CH3:28])[C:19]=2[C:20](=[O:27])[CH2:21]1. The yield is 0.820. (3) The reactants are Cl.O1CCOCC1.[Cl:8][C:9]1[CH:29]=[CH:28][C:12]([CH2:13][C:14]2([F:27])[CH2:19][CH2:18][N:17](C(OC(C)(C)C)=O)[CH2:16][CH2:15]2)=[C:11]([F:30])[CH:10]=1. The catalyst is O1CCOCC1. The product is [ClH:8].[Cl:8][C:9]1[CH:29]=[CH:28][C:12]([CH2:13][C:14]2([F:27])[CH2:15][CH2:16][NH:17][CH2:18][CH2:19]2)=[C:11]([F:30])[CH:10]=1. The yield is 0.870. (4) The reactants are [Cl:1][C:2]1[CH:24]=[CH:23][C:5]2[C:6](=[O:22])[N:7]3[CH2:14][CH2:13][N:12](C(OC(C)(C)C)=O)[CH2:11][CH:8]3[CH2:9][O:10][C:4]=2[CH:3]=1. The catalyst is C(OCC)(=O)C.Cl. The product is [ClH:1].[Cl:1][C:2]1[CH:24]=[CH:23][C:5]2[C:6](=[O:22])[N:7]3[CH2:14][CH2:13][NH:12][CH2:11][CH:8]3[CH2:9][O:10][C:4]=2[CH:3]=1. The yield is 0.759. (5) The reactants are Cl[C:2]1[C:7]2=[C:8]([Cl:11])[CH:9]=[CH:10][N:6]2[N:5]=[CH:4][N:3]=1.[F:12][C:13]1[CH:18]=[C:17]([N+:19]([O-:21])=[O:20])[CH:16]=[CH:15][C:14]=1[OH:22].C(=O)([O-])[O-].[K+].[K+]. The catalyst is CN(C=O)C. The product is [Cl:11][C:8]1[CH:9]=[CH:10][N:6]2[C:7]=1[C:2]([O:22][C:14]1[CH:15]=[CH:16][C:17]([N+:19]([O-:21])=[O:20])=[CH:18][C:13]=1[F:12])=[N:3][CH:4]=[N:5]2. The yield is 0.710.